From a dataset of Reaction yield outcomes from USPTO patents with 853,638 reactions. Predict the reaction yield, written as a fraction of the theoretical maximum amount of product (1.0 means a 100% yield; for example, 0.34 means a 34% yield). (1) The reactants are C[Si](C=[N+]=[N-])(C)C.[CH3:8][C:9]([O:12][C:13]([N:15]1[C@H:18]([C:19]([OH:21])=O)[CH2:17][CH2:16]1)=[O:14])([CH3:11])[CH3:10].Cl.[CH3:23][NH:24][O:25][CH3:26].C([Mg]Cl)(C)C. The catalyst is CCOCC.C1COCC1.CO.ClCCl. The product is [CH3:26][O:25][N:24]([CH3:23])[C:19]([C@@H:18]1[CH2:17][CH2:16][N:15]1[C:13]([O:12][C:9]([CH3:8])([CH3:10])[CH3:11])=[O:14])=[O:21]. The yield is 0.750. (2) The reactants are O[CH2:2][C:3]([C:5]1[CH:10]=[CH:9][CH:8]=[CH:7][CH:6]=1)=[O:4].[CH3:11][C:12]1ON=C(C=O)[CH:13]=1.O(C)[Na].[CH2:22]1[CH2:26]O[CH2:24][CH2:23]1. No catalyst specified. The product is [C:22]1([CH:26]=[CH:2][C:3]([C:5]2[CH:10]=[CH:9][CH:8]=[CH:7][CH:6]=2)=[O:4])[CH:13]=[CH:12][CH:11]=[CH:24][CH:23]=1. The yield is 0.290. (3) The reactants are C[O:2][C:3](=[O:39])[CH:4]([C:10]1[CH:11]=[C:12]([C:28]2[CH:33]=[C:32]([N+:34]([O-:36])=[O:35])[CH:31]=[CH:30][C:29]=2[O:37]C)[CH:13]=[C:14]([C:16]2[NH:20][C:19]3[CH:21]=[CH:22][C:23]([C:25](=[NH:27])[NH2:26])=[CH:24][C:18]=3[N:17]=2)[CH:15]=1)[CH2:5][C:6]([O:8]C)=[O:7].BrC1C=C([N+]([O-])=[O:48])C=CC=1OC. The catalyst is Br. The product is [C:25]([C:23]1[CH:22]=[CH:21][C:19]2[NH:20][C:16]([C:14]3[CH:15]=[C:10]([CH:4]([CH2:5][C:6]([OH:8])=[O:7])[C:3]([OH:2])=[O:39])[CH:11]=[C:12]([C:28]4[CH:33]=[C:32]([N+:34]([O-:36])=[O:35])[CH:31]=[CH:30][C:29]=4[OH:37])[C:13]=3[OH:48])=[N:17][C:18]=2[CH:24]=1)(=[NH:27])[NH2:26]. The yield is 0.500.